Task: Regression/Classification. Given a drug SMILES string, predict its absorption, distribution, metabolism, or excretion properties. Task type varies by dataset: regression for continuous measurements (e.g., permeability, clearance, half-life) or binary classification for categorical outcomes (e.g., BBB penetration, CYP inhibition). Dataset: cyp2c19_veith.. Dataset: CYP2C19 inhibition data for predicting drug metabolism from PubChem BioAssay (1) The drug is CN1CC[C@@]2(CCCN(C(=O)c3csnn3)C2)C1. The result is 0 (non-inhibitor). (2) The molecule is O=C(Nc1cccnc1)c1ccc(COc2cc(Cl)ccc2Cl)o1. The result is 1 (inhibitor). (3) The molecule is CC(=O)NCCNc1ncnc2ccc(-c3c(C)noc3C)cc12. The result is 0 (non-inhibitor). (4) The drug is Cc1ccc(CNC(=O)C2CC(c3ccccc3[N+](=O)[O-])=NO2)cc1. The result is 1 (inhibitor). (5) The molecule is COC(=O)[C@@H]1C[C@H]1[C@@H](NC(=O)Oc1ccc(F)cc1)c1ccccc1. The result is 1 (inhibitor). (6) The molecule is C[C@@H](CS(=O)(=O)Cc1ccccc1)C(N)=O. The result is 0 (non-inhibitor).